From a dataset of Full USPTO retrosynthesis dataset with 1.9M reactions from patents (1976-2016). Predict the reactants needed to synthesize the given product. Given the product [NH2:29][CH2:28][CH2:27][CH2:26][O:25][CH2:24][CH2:23][CH2:22][CH2:21][CH2:20][O:19][C:18]1[CH:37]=[CH:38][C:15]([C:13]([NH:12][C@H:8]2[C:7]([CH3:40])([CH3:39])[C@H:6]([O:5][C:4]3[CH:41]=[CH:42][C:43]([C:44]#[N:45])=[C:2]([Cl:1])[CH:3]=3)[C:9]2([CH3:11])[CH3:10])=[O:14])=[CH:16][CH:17]=1, predict the reactants needed to synthesize it. The reactants are: [Cl:1][C:2]1[CH:3]=[C:4]([CH:41]=[CH:42][C:43]=1[C:44]#[N:45])[O:5][C@H:6]1[C:9]([CH3:11])([CH3:10])[C@H:8]([NH:12][C:13]([C:15]2[CH:38]=[CH:37][C:18]([O:19][CH2:20][CH2:21][CH2:22][CH2:23][CH2:24][O:25][CH2:26][CH2:27][CH2:28][NH:29]C(=O)OC(C)(C)C)=[CH:17][CH:16]=2)=[O:14])[C:7]1([CH3:40])[CH3:39].FC(F)(F)C(O)=O.